This data is from Forward reaction prediction with 1.9M reactions from USPTO patents (1976-2016). The task is: Predict the product of the given reaction. (1) The product is: [C:18]([O:17][CH:11]1[CH2:12][CH:13]2[NH:8][CH:9]([CH2:16][CH2:15][CH2:14]2)[CH2:10]1)(=[O:20])[CH3:19]. Given the reactants C([N:8]1[CH:13]2[CH2:14][CH2:15][CH2:16][CH:9]1[CH2:10][CH:11]([OH:17])[CH2:12]2)C1C=CC=CC=1.[C:18](O)(=[O:20])[CH3:19].[H][H], predict the reaction product. (2) Given the reactants C1C=CC(P([N:15]=[N+:16]=[N-:17])(C2C=CC=CC=2)=O)=CC=1.C1COCC1.CN(C=O)C.[CH3:28][O:29][C:30]([C:32]1[CH:33]=[N:34][CH:35]=[C:36]([CH:40]=1)[C:37]([O-])=[O:38])=[O:31].[K+].C(N(CC)CC)C, predict the reaction product. The product is: [N:15]([C:37]([C:36]1[CH:35]=[N:34][CH:33]=[C:32]([CH:40]=1)[C:30]([O:29][CH3:28])=[O:31])=[O:38])=[N+:16]=[N-:17]. (3) Given the reactants [CH3:1][N:2]1[CH:6]=[C:5]([S:7](=[O:15])(=[O:14])[NH:8][CH2:9][C:10]([F:13])([F:12])[F:11])[CH:4]=[C:3]1[C:16]([O:18]C)=[O:17].[OH-].[Li+].CO.Cl, predict the reaction product. The product is: [CH3:1][N:2]1[CH:6]=[C:5]([S:7](=[O:15])(=[O:14])[NH:8][CH2:9][C:10]([F:12])([F:13])[F:11])[CH:4]=[C:3]1[C:16]([OH:18])=[O:17].